This data is from Full USPTO retrosynthesis dataset with 1.9M reactions from patents (1976-2016). The task is: Predict the reactants needed to synthesize the given product. (1) Given the product [Br:11][C:5]1[C:6]2[O:10][CH:9]=[CH:8][C:7]=2[CH:2]=[N:3][CH:4]=1, predict the reactants needed to synthesize it. The reactants are: Br[C:2]1[C:7]2[CH:8]=[CH:9][O:10][C:6]=2[C:5]([Br:11])=[CH:4][N:3]=1.C(O[Na])=O. (2) The reactants are: [F:1][C:2]1[CH:34]=[C:33]([F:35])[CH:32]=[CH:31][C:3]=1[O:4][C:5]1[CH:10]=[CH:9][C:8]([S:11]([CH3:14])(=[O:13])=[O:12])=[CH:7][C:6]=1[C:15]1[C:16]2[CH:25]=[C:24](C(OCC)=O)[NH:23][C:17]=2[C:18](=[O:22])[N:19]([CH3:21])[CH:20]=1.C[Mg]Br.Cl.O1C[CH2:43][CH2:42][CH2:41]1. Given the product [F:1][C:2]1[CH:34]=[C:33]([F:35])[CH:32]=[CH:31][C:3]=1[O:4][C:5]1[CH:10]=[CH:9][C:8]([S:11]([CH3:14])(=[O:13])=[O:12])=[CH:7][C:6]=1[C:15]1[C:16]2[CH:25]=[C:24]([C:42]([CH3:43])=[CH2:41])[NH:23][C:17]=2[C:18](=[O:22])[N:19]([CH3:21])[CH:20]=1, predict the reactants needed to synthesize it. (3) The reactants are: O1C=CC([C:6]2S[C:9]([S:11]([N:14]3[CH2:23][CH2:22][C:21]4[C:16](=[CH:17][CH:18]=[C:19]([C:24]([O:26]C)=O)[CH:20]=4)[CH2:15]3)(=[O:13])=[O:12])=[CH:8][CH:7]=2)=N1.CO.Cl.[NH2:31][OH:32].[OH-].[K+]. Given the product [CH2:9]([S:11]([N:14]1[CH2:23][CH2:22][C:21]2[C:16](=[CH:17][CH:18]=[C:19]([C:24]([NH:31][OH:32])=[O:26])[CH:20]=2)[CH2:15]1)(=[O:12])=[O:13])[CH2:8][CH2:7][CH3:6], predict the reactants needed to synthesize it. (4) Given the product [N:1]1([CH2:7][C:8]([NH:10][C:11]2[CH:12]=[C:13]([CH:17]=[CH:18][C:19]=2[C:20]([F:21])([F:22])[F:23])[C:14]([NH:36][C:33]2[CH:34]=[N:35][C:30]([C:24]3[CH:29]=[CH:28][CH:27]=[CH:26][CH:25]=3)=[CH:31][CH:32]=2)=[O:15])=[O:9])[CH2:2][CH2:3][O:4][CH2:5][CH2:6]1, predict the reactants needed to synthesize it. The reactants are: [N:1]1([CH2:7][C:8]([NH:10][C:11]2[CH:12]=[C:13]([CH:17]=[CH:18][C:19]=2[C:20]([F:23])([F:22])[F:21])[C:14](O)=[O:15])=[O:9])[CH2:6][CH2:5][O:4][CH2:3][CH2:2]1.[C:24]1([C:30]2[N:35]=[CH:34][C:33]([NH2:36])=[CH:32][CH:31]=2)[CH:29]=[CH:28][CH:27]=[CH:26][CH:25]=1.F[P-](F)(F)(F)(F)F.N1(O[P+](N2CCCC2)(N2CCCC2)N2CCCC2)C2C=CC=CC=2N=N1.C(N(C(C)C)CC)(C)C. (5) Given the product [C:13]([CH:12]([C:11]1[CH:15]=[CH:16][C:8]([O:7][CH3:6])=[CH:9][CH:10]=1)[C:17]1([OH:23])[CH2:22][CH2:21][CH2:20][CH2:19][CH2:18]1)#[N:14], predict the reactants needed to synthesize it. The reactants are: CO.C[O-].[Na+].[CH3:6][O:7][C:8]1[CH:16]=[CH:15][C:11]([CH2:12][C:13]#[N:14])=[CH:10][CH:9]=1.[C:17]1(=[O:23])[CH2:22][CH2:21][CH2:20][CH2:19][CH2:18]1. (6) Given the product [CH2:28]([O:30][C:31]1[CH:36]=[C:35]([CH2:37][N:17]2[CH2:18][C:15]3([CH2:26][C:12]([N:9]4[CH2:8][CH2:7][C:6]([CH3:27])([C:4]([O:3][CH2:1][CH3:2])=[O:5])[CH2:11][CH2:10]4)=[N:13][O:14]3)[CH2:16]2)[CH:34]=[CH:33][C:32]=1[C:39]1[CH:44]=[CH:43][C:42]([F:45])=[CH:41][C:40]=1[O:46][CH2:47][CH2:48][C:49]([F:51])([F:50])[F:52])[CH3:29], predict the reactants needed to synthesize it. The reactants are: [CH2:1]([O:3][C:4]([C:6]1([CH3:27])[CH2:11][CH2:10][N:9]([C:12]2[CH2:26][C:15]3([CH2:18][N:17](C(OC(C)(C)C)=O)[CH2:16]3)[O:14][N:13]=2)[CH2:8][CH2:7]1)=[O:5])[CH3:2].[CH2:28]([O:30][C:31]1[CH:36]=[C:35]([CH:37]=O)[CH:34]=[CH:33][C:32]=1[C:39]1[CH:44]=[CH:43][C:42]([F:45])=[CH:41][C:40]=1[O:46][CH2:47][CH2:48][C:49]([F:52])([F:51])[F:50])[CH3:29]. (7) The reactants are: [C:1]([O:5][C:6]([N:8]1[CH2:12][C@H:11]([O:13][C:14]2[CH:19]=[C:18]([N+:20]([O-:22])=[O:21])[CH:17]=[C:16]([F:23])[CH:15]=2)[CH2:10][C@H:9]1[CH2:24][OH:25])=[O:7])([CH3:4])([CH3:3])[CH3:2].[CH3:26]I.[H-].[Na+]. Given the product [C:1]([O:5][C:6]([N:8]1[CH2:12][C@H:11]([O:13][C:14]2[CH:19]=[C:18]([N+:20]([O-:22])=[O:21])[CH:17]=[C:16]([F:23])[CH:15]=2)[CH2:10][C@H:9]1[CH2:24][O:25][CH3:26])=[O:7])([CH3:4])([CH3:3])[CH3:2], predict the reactants needed to synthesize it. (8) Given the product [F:41][C:31]1[C:32]([O:39][CH3:40])=[CH:33][C:34]([O:37][CH3:38])=[C:35]([F:36])[C:30]=1[CH2:29][O:28][C:25]1[CH:26]=[N:27][C:22]([NH:1][C:2]2[CH:3]=[CH:4][C:5]([O:6][C:7]([CH3:12])([CH3:11])[C:8]([OH:10])=[O:9])=[CH:13][CH:14]=2)=[N:23][CH:24]=1, predict the reactants needed to synthesize it. The reactants are: [NH2:1][C:2]1[CH:14]=[CH:13][C:5]([O:6][C:7]([CH3:12])([CH3:11])[C:8]([OH:10])=[O:9])=[CH:4][CH:3]=1.C(=O)([O-])[O-].[Cs+].[Cs+].Cl[C:22]1[N:27]=[CH:26][C:25]([O:28][CH2:29][C:30]2[C:35]([F:36])=[C:34]([O:37][CH3:38])[CH:33]=[C:32]([O:39][CH3:40])[C:31]=2[F:41])=[CH:24][N:23]=1.C(O)(C)(C)C. (9) Given the product [Li:31].[C-:23]1[C:24]2[C:25](=[CH:26][CH:18]=[CH:15][CH:16]=2)[CH:20]=[CH:21][CH:22]=1, predict the reactants needed to synthesize it. The reactants are: C[Si]1(C)[C:24]2[C:25](=[CH:20][CH:21]=[CH:22][CH:23]=2)[C:26](C)=[C:18]1[C:15]1C=[CH:16][C:15]([C:18]2[Si](C)(C)[C:20]3[C:25]([C:26]=2C)=[CH:24][CH:23]=[CH:22][CH:21]=3)=C[CH:16]=1.[Li:31].C1C2C(=CC=CC=2)C=CC=1.S(OC)(OC)(=O)=O.